This data is from Reaction yield outcomes from USPTO patents with 853,638 reactions. The task is: Predict the reaction yield, written as a fraction of the theoretical maximum amount of product (1.0 means a 100% yield; for example, 0.34 means a 34% yield). The reactants are Br[C:2]1[CH:7]=[C:6]([C:8]2[N:12]3[CH:13]=[CH:14][CH:15]=[CH:16][C:11]3=[N:10][C:9]=2[C:17]2[CH:22]=[CH:21][C:20]([F:23])=[C:19]([F:24])[CH:18]=2)[CH:5]=[CH:4][N:3]=1.[CH:25]([C:27]1[CH:32]=[CH:31][C:30](B(O)O)=[CH:29][CH:28]=1)=[O:26]. No catalyst specified. The product is [CH:25]([C:27]1[CH:32]=[CH:31][C:30]([C:2]2[CH:7]=[C:6]([C:8]3[N:12]4[CH:13]=[CH:14][CH:15]=[CH:16][C:11]4=[N:10][C:9]=3[C:17]3[CH:22]=[CH:21][C:20]([F:23])=[C:19]([F:24])[CH:18]=3)[CH:5]=[CH:4][N:3]=2)=[CH:29][CH:28]=1)=[O:26]. The yield is 0.560.